This data is from NCI-60 drug combinations with 297,098 pairs across 59 cell lines. The task is: Regression. Given two drug SMILES strings and cell line genomic features, predict the synergy score measuring deviation from expected non-interaction effect. (1) Drug 1: CN1CCC(CC1)COC2=C(C=C3C(=C2)N=CN=C3NC4=C(C=C(C=C4)Br)F)OC. Drug 2: C1CN1P(=S)(N2CC2)N3CC3. Cell line: EKVX. Synergy scores: CSS=20.1, Synergy_ZIP=-4.99, Synergy_Bliss=-2.20, Synergy_Loewe=-20.9, Synergy_HSA=-0.421. (2) Drug 1: CN1CCC(CC1)COC2=C(C=C3C(=C2)N=CN=C3NC4=C(C=C(C=C4)Br)F)OC. Drug 2: C1CCC(C1)C(CC#N)N2C=C(C=N2)C3=C4C=CNC4=NC=N3. Cell line: COLO 205. Synergy scores: CSS=-11.6, Synergy_ZIP=7.66, Synergy_Bliss=6.61, Synergy_Loewe=-7.56, Synergy_HSA=-4.65. (3) Drug 1: C1CCC(C1)C(CC#N)N2C=C(C=N2)C3=C4C=CNC4=NC=N3. Drug 2: CC1=C(C=C(C=C1)NC2=NC=CC(=N2)N(C)C3=CC4=NN(C(=C4C=C3)C)C)S(=O)(=O)N.Cl. Cell line: SF-268. Synergy scores: CSS=0.227, Synergy_ZIP=4.17, Synergy_Bliss=8.09, Synergy_Loewe=2.13, Synergy_HSA=2.74. (4) Drug 1: CN(C)C1=NC(=NC(=N1)N(C)C)N(C)C. Drug 2: CC1C(C(CC(O1)OC2CC(OC(C2O)C)OC3=CC4=CC5=C(C(=O)C(C(C5)C(C(=O)C(C(C)O)O)OC)OC6CC(C(C(O6)C)O)OC7CC(C(C(O7)C)O)OC8CC(C(C(O8)C)O)(C)O)C(=C4C(=C3C)O)O)O)O. Cell line: SN12C. Synergy scores: CSS=-5.59, Synergy_ZIP=-0.298, Synergy_Bliss=-6.15, Synergy_Loewe=-9.25, Synergy_HSA=-7.24. (5) Drug 1: C(CC(=O)O)C(=O)CN.Cl. Drug 2: CCN(CC)CCCC(C)NC1=C2C=C(C=CC2=NC3=C1C=CC(=C3)Cl)OC. Cell line: COLO 205. Synergy scores: CSS=47.6, Synergy_ZIP=-1.61, Synergy_Bliss=1.09, Synergy_Loewe=-28.9, Synergy_HSA=0.130. (6) Drug 1: C1=CC(=CC=C1CC(C(=O)O)N)N(CCCl)CCCl.Cl. Drug 2: CC1CCCC2(C(O2)CC(NC(=O)CC(C(C(=O)C(C1O)C)(C)C)O)C(=CC3=CSC(=N3)C)C)C. Cell line: NCI-H322M. Synergy scores: CSS=-1.77, Synergy_ZIP=1.71, Synergy_Bliss=2.66, Synergy_Loewe=-2.70, Synergy_HSA=-1.21. (7) Drug 1: CC(C1=C(C=CC(=C1Cl)F)Cl)OC2=C(N=CC(=C2)C3=CN(N=C3)C4CCNCC4)N. Drug 2: C1CCC(CC1)NC(=O)N(CCCl)N=O. Cell line: MDA-MB-435. Synergy scores: CSS=12.0, Synergy_ZIP=-0.982, Synergy_Bliss=3.68, Synergy_Loewe=-12.7, Synergy_HSA=-0.441. (8) Drug 1: CN1C2=C(C=C(C=C2)N(CCCl)CCCl)N=C1CCCC(=O)O.Cl. Drug 2: C1=NNC2=C1C(=O)NC=N2. Cell line: ACHN. Synergy scores: CSS=5.11, Synergy_ZIP=-2.45, Synergy_Bliss=-1.15, Synergy_Loewe=-1.43, Synergy_HSA=-0.512. (9) Drug 1: C1=CN(C(=O)N=C1N)C2C(C(C(O2)CO)O)O.Cl. Drug 2: CC1=C(C(=O)C2=C(C1=O)N3CC4C(C3(C2COC(=O)N)OC)N4)N. Cell line: HCC-2998. Synergy scores: CSS=52.1, Synergy_ZIP=-7.54, Synergy_Bliss=-8.05, Synergy_Loewe=1.32, Synergy_HSA=3.07.